Dataset: Catalyst prediction with 721,799 reactions and 888 catalyst types from USPTO. Task: Predict which catalyst facilitates the given reaction. (1) Reactant: [OH:1][CH:2]1[CH2:5][N:4]([C:6](=[O:19])[C@@H:7]([NH:11]C(=O)OC(C)(C)C)[CH2:8][CH2:9][CH3:10])[CH2:3]1.C(O)(C(F)(F)F)=O. Product: [NH2:11][C@@H:7]([CH2:8][CH2:9][CH3:10])[C:6]([N:4]1[CH2:3][CH:2]([OH:1])[CH2:5]1)=[O:19]. The catalyst class is: 2. (2) Reactant: [CH2:1]([C:8]1[C:9]([O:19][CH3:20])=[N:10][C:11]2[C:16]([CH:17]=1)=[CH:15][C:14]([Br:18])=[CH:13][CH:12]=2)[C:2]1[CH:7]=[CH:6][CH:5]=[CH:4][CH:3]=1.[Br:21]N1C(=O)CCC1=O. Product: [Br:18][C:14]1[CH:15]=[C:16]2[C:11](=[CH:12][CH:13]=1)[N:10]=[C:9]([O:19][CH3:20])[C:8]([CH:1]([Br:21])[C:2]1[CH:3]=[CH:4][CH:5]=[CH:6][CH:7]=1)=[CH:17]2. The catalyst class is: 340.